Dataset: Catalyst prediction with 721,799 reactions and 888 catalyst types from USPTO. Task: Predict which catalyst facilitates the given reaction. (1) Reactant: [H-].[Na+].[CH3:3][C:4]1[S:5][CH:6]=[C:7]([CH2:9][C:10]([O:12][CH2:13][CH3:14])=[O:11])[N:8]=1.[C:15](OCC)(=[O:17])[CH3:16]. Product: [CH3:3][C:4]1[S:5][CH:6]=[C:7]([CH:9]([C:15]([CH3:16])=[O:17])[C:10]([O:12][CH2:13][CH3:14])=[O:11])[N:8]=1. The catalyst class is: 7. (2) Reactant: [CH3:1][C:2]1[CH:3]=[C:4]([N:9]2[C:13](=[O:14])[C:12](=[N:15][NH:16][C:17]3[CH:22]=[CH:21][CH:20]=[C:19]([Br:23])[C:18]=3[O:24]C)[C:11]([CH3:26])=[N:10]2)[CH:5]=[CH:6][C:7]=1[CH3:8].C(O)(=O)C.O.C(=O)(O)[O-].[Na+]. Product: [CH3:1][C:2]1[CH:3]=[C:4]([N:9]2[C:13](=[O:14])[C:12](=[N:15][NH:16][C:17]3[CH:22]=[CH:21][CH:20]=[C:19]([Br:23])[C:18]=3[OH:24])[C:11]([CH3:26])=[N:10]2)[CH:5]=[CH:6][C:7]=1[CH3:8]. The catalyst class is: 201. (3) Reactant: C(=O)([O-])[O-].[K+].[K+].FC(F)(F)C(O)=O.[CH2:14]([O:18][C:19]1[N:27]=[C:26]2[C:22]([N:23]=[C:24]([O:28][CH3:29])[NH:25]2)=[C:21]([NH2:30])[N:20]=1)[CH2:15][CH2:16][CH3:17].Br[CH2:32][CH:33]1[CH2:38][CH2:37][N:36]([C:39]([O:41][C:42]([CH3:45])([CH3:44])[CH3:43])=[O:40])[CH2:35][CH2:34]1.[Br-]. Product: [NH2:30][C:21]1[N:20]=[C:19]([O:18][CH2:14][CH2:15][CH2:16][CH3:17])[N:27]=[C:26]2[C:22]=1[N:23]=[C:24]([O:28][CH3:29])[N:25]2[CH2:32][CH:33]1[CH2:38][CH2:37][N:36]([C:39]([O:41][C:42]([CH3:43])([CH3:45])[CH3:44])=[O:40])[CH2:35][CH2:34]1. The catalyst class is: 35. (4) Reactant: [H-].[Na+].[N:3]1[N:4]=[CH:5][N:6]([NH:8][C:9]2[CH:16]=[CH:15][C:12]([C:13]#[N:14])=[CH:11][CH:10]=2)[CH:7]=1.[CH2:17]([O:24][C:25]1[CH:30]=[CH:29][C:28]([CH2:31]Cl)=[CH:27][C:26]=1[C:33]([F:36])([F:35])[F:34])[C:18]1[CH:23]=[CH:22][CH:21]=[CH:20][CH:19]=1.C(OCC)(=O)C. Product: [CH2:17]([O:24][C:25]1[CH:30]=[CH:29][C:28]([CH2:31][N:8]([N:6]2[CH:5]=[N:4][N:3]=[CH:7]2)[C:9]2[CH:10]=[CH:11][C:12]([C:13]#[N:14])=[CH:15][CH:16]=2)=[CH:27][C:26]=1[C:33]([F:34])([F:36])[F:35])[C:18]1[CH:19]=[CH:20][CH:21]=[CH:22][CH:23]=1. The catalyst class is: 18.